This data is from Forward reaction prediction with 1.9M reactions from USPTO patents (1976-2016). The task is: Predict the product of the given reaction. (1) The product is: [CH2:1]([O:3][C:4]([C:6]1[C:7](=[O:27])[C:8]2[CH:13]=[N:12][C:11]([S:14][CH3:15])=[N:10][C:9]=2[N:16]([C:18]2[CH:19]=[C:20]3[C:24](=[CH:25][CH:26]=2)[CH2:23][CH2:22][CH2:21]3)[CH:17]=1)=[O:5])[CH3:2]. Given the reactants [CH2:1]([O:3][C:4]([CH:6]1[CH2:17][N:16]([C:18]2[CH:19]=[C:20]3[C:24](=[CH:25][CH:26]=2)[CH2:23][CH2:22][CH2:21]3)[C:9]2[N:10]=[C:11]([S:14][CH3:15])[N:12]=[CH:13][C:8]=2[C:7]1=[O:27])=[O:5])[CH3:2].BrBr.C(N(CC)CC)C, predict the reaction product. (2) Given the reactants [Cl:1][C:2]1[CH:3]=[CH:4][C:5]([OH:16])=[C:6]([C:8](=[O:15])[CH2:9][N:10]2[CH:14]=[CH:13][N:12]=[CH:11]2)[CH:7]=1.[CH:17]1([Mg]Br)[CH2:19][CH2:18]1, predict the reaction product. The product is: [Cl:1][C:2]1[CH:3]=[CH:4][C:5]([OH:16])=[C:6]([C:8]([CH:17]2[CH2:19][CH2:18]2)([OH:15])[CH2:9][N:10]2[CH:14]=[CH:13][N:12]=[CH:11]2)[CH:7]=1. (3) Given the reactants [Br:1][C:2]1[CH:7]=[CH:6][C:5]([F:8])=[CH:4][C:3]=1[OH:9].Br[C:11]1([CH3:14])[CH2:13][CH2:12]1, predict the reaction product. The product is: [Br:1][C:2]1[CH:7]=[CH:6][C:5]([F:8])=[CH:4][C:3]=1[O:9][CH2:14][CH:11]1[CH2:13][CH2:12]1. (4) Given the reactants C(=O)([O-])[O-].[K+].[K+].[Br:7][C:8]1[CH:13]=[CH:12][CH:11]=[CH:10][C:9]=1[SH:14].I[CH2:16][CH3:17].O, predict the reaction product. The product is: [Br:7][C:8]1[CH:13]=[CH:12][CH:11]=[CH:10][C:9]=1[S:14][CH2:16][CH3:17].